From a dataset of Full USPTO retrosynthesis dataset with 1.9M reactions from patents (1976-2016). Predict the reactants needed to synthesize the given product. Given the product [CH:1]([NH:5][C:6](=[O:11])[C:7]([CH3:10])([CH3:9])[CH3:8])([CH3:3])[CH3:2], predict the reactants needed to synthesize it. The reactants are: [C:1]([NH:5][C:6](=[O:11])[C:7]([CH3:10])([CH3:9])[CH3:8])(C)([CH3:3])[CH3:2].C(N)(C)C.C(N(CC)CC)C.C(Cl)(=O)C(C)(C)C.